Dataset: Catalyst prediction with 721,799 reactions and 888 catalyst types from USPTO. Task: Predict which catalyst facilitates the given reaction. (1) Reactant: [F:1][C:2]([F:7])([F:6])[C:3]([OH:5])=[O:4].[C:8]([C:11]1[CH:16]=[CH:15][C:14]([NH:17][CH:18]([C:22]2[CH:27]=[CH:26][C:25]([O:28][CH:29]([CH3:31])[CH3:30])=[C:24]([O:32][CH3:33])[CH:23]=2)[C:19](O)=[O:20])=[CH:13][CH:12]=1)(=[NH:10])[NH2:9].O.ON1C2C=CC=CC=2N=N1.Cl.C(N=C=NCCCN(C)C)C.[C:57]([NH:65][NH2:66])(=[O:64])[C:58]1[CH:63]=[CH:62][N:61]=[CH:60][CH:59]=1. Product: [F:1][C:2]([F:7])([F:6])[C:3]([OH:5])=[O:4].[CH:29]([O:28][C:25]1[CH:26]=[CH:27][C:22]([CH:18]([NH:17][C:14]2[CH:13]=[CH:12][C:11]([C:8]([NH2:9])=[NH:10])=[CH:16][CH:15]=2)[C:19](=[O:20])[NH:66][NH:65][C:57]([C:58]2[CH:63]=[CH:62][N:61]=[CH:60][CH:59]=2)=[O:64])=[CH:23][C:24]=1[O:32][CH3:33])([CH3:30])[CH3:31]. The catalyst class is: 9. (2) Reactant: [C:1]([NH:4][C:5](=[NH:7])[SH:6])(=[O:3])[CH3:2].[Cl:8][CH2:9][C:10](=O)[CH2:11]Cl.N1C=CC=CC=1. Product: [Cl:8][CH2:9][C:10]1[N:7]=[C:5]([NH:4][C:1](=[O:3])[CH3:2])[S:6][CH:11]=1. The catalyst class is: 21. (3) Reactant: [NH:1]1[C:9]2[C:4](=[CH:5][CH:6]=[CH:7][CH:8]=2)[C:3]([CH2:10][C@@H:11]([NH2:18])[C:12]2[O:13][C:14]([CH3:17])=[CH:15][N:16]=2)=[CH:2]1.[CH3:19][N:20](C)[C:21]1([C:28]2[CH:33]=[CH:32][CH:31]=[CH:30][CH:29]=2)[CH2:26][CH2:25][C:24](=O)[CH2:23][CH2:22]1.[C:35](O)(=O)C. Product: [NH:1]1[C:9]2[C:4](=[CH:5][CH:6]=[CH:7][CH:8]=2)[C:3]([CH2:10][C@@H:11]([N:18]([CH3:35])[CH:24]2[CH2:23][CH2:22][C:21]([C:28]3[CH:33]=[CH:32][CH:31]=[CH:30][CH:29]=3)([NH:20][CH3:19])[CH2:26][CH2:25]2)[C:12]2[O:13][C:14]([CH3:17])=[CH:15][N:16]=2)=[CH:2]1. The catalyst class is: 756.